This data is from Peptide-MHC class I binding affinity with 185,985 pairs from IEDB/IMGT. The task is: Regression. Given a peptide amino acid sequence and an MHC pseudo amino acid sequence, predict their binding affinity value. This is MHC class I binding data. (1) The peptide sequence is RTTLWCDVR. The MHC is HLA-A26:01 with pseudo-sequence HLA-A26:01. The binding affinity (normalized) is 0.0847. (2) The peptide sequence is FPVTPQVPLR. The MHC is HLA-B15:01 with pseudo-sequence HLA-B15:01. The binding affinity (normalized) is 0. (3) The peptide sequence is DQYKDLCHMH. The MHC is HLA-A03:01 with pseudo-sequence HLA-A03:01. The binding affinity (normalized) is 0. (4) The binding affinity (normalized) is 0.0847. The MHC is HLA-B27:05 with pseudo-sequence HLA-B27:05. The peptide sequence is APRALLLLL. (5) The peptide sequence is GSEEIKSLF. The MHC is HLA-B15:09 with pseudo-sequence HLA-B15:09. The binding affinity (normalized) is 0.0847. (6) The peptide sequence is KENRFIEI. The MHC is H-2-Kb with pseudo-sequence H-2-Kb. The binding affinity (normalized) is 0.0735.